Dataset: CYP2C19 inhibition data for predicting drug metabolism from PubChem BioAssay. Task: Regression/Classification. Given a drug SMILES string, predict its absorption, distribution, metabolism, or excretion properties. Task type varies by dataset: regression for continuous measurements (e.g., permeability, clearance, half-life) or binary classification for categorical outcomes (e.g., BBB penetration, CYP inhibition). Dataset: cyp2c19_veith. (1) The compound is Cc1nc2cnc(N3CCN(C)CC3)nc2n(C2CC2)c1=O. The result is 0 (non-inhibitor). (2) The compound is CCCNC(=O)CSc1nc(-c2cccs2)cc(C(F)(F)F)n1. The result is 1 (inhibitor). (3) The drug is O=c1ccc2ccc(O)c(O)c2o1. The result is 0 (non-inhibitor).